Task: Predict the product of the given reaction.. Dataset: Forward reaction prediction with 1.9M reactions from USPTO patents (1976-2016) Given the reactants [Cl:1][C:2]1[CH:7]=[CH:6][C:5]([C:8]2[O:16][C:15]3[CH:14]=[CH:13][NH:12][C:11](=[O:17])[C:10]=3[CH:9]=2)=[CH:4][CH:3]=1.Br[C:19]1[CH:20]=[CH:21][C:22]2[N:26]=[C:25]([CH:27]3[CH2:29][CH:28]3[C:30]([OH:33])([CH3:32])[CH3:31])[N:24]([CH3:34])[C:23]=2[CH:35]=1.CNCCNC.C(=O)([O-])[O-].[K+].[K+], predict the reaction product. The product is: [Cl:1][C:2]1[CH:3]=[CH:4][C:5]([C:8]2[O:16][C:15]3[CH:14]=[CH:13][N:12]([C:19]4[CH:20]=[CH:21][C:22]5[N:26]=[C:25]([CH:27]6[CH2:29][CH:28]6[C:30]([OH:33])([CH3:31])[CH3:32])[N:24]([CH3:34])[C:23]=5[CH:35]=4)[C:11](=[O:17])[C:10]=3[CH:9]=2)=[CH:6][CH:7]=1.